Dataset: Catalyst prediction with 721,799 reactions and 888 catalyst types from USPTO. Task: Predict which catalyst facilitates the given reaction. (1) Reactant: [F:1][C:2]([F:33])([F:32])[C:3]1([CH2:7][N:8]2[CH2:13][CH2:12][CH:11]([CH2:14][O:15][C:16]3[N:21]=[CH:20][C:19]([C:22]4[CH:31]=[CH:30][C:25]([C:26]([O:28]C)=[O:27])=[CH:24][CH:23]=4)=[CH:18][CH:17]=3)[CH2:10][CH2:9]2)[CH2:6][CH2:5][CH2:4]1.O[Li].O. Product: [F:33][C:2]([F:1])([F:32])[C:3]1([CH2:7][N:8]2[CH2:9][CH2:10][CH:11]([CH2:14][O:15][C:16]3[N:21]=[CH:20][C:19]([C:22]4[CH:31]=[CH:30][C:25]([C:26]([OH:28])=[O:27])=[CH:24][CH:23]=4)=[CH:18][CH:17]=3)[CH2:12][CH2:13]2)[CH2:6][CH2:5][CH2:4]1. The catalyst class is: 1. (2) Reactant: C[N:2]=[C:3]=[O:4].[NH2:5][CH2:6][C:7]1[N:8]([CH2:21][CH2:22][CH2:23][CH2:24][O:25][Si:26]([C:29]([CH3:32])([CH3:31])[CH3:30])([CH3:28])[CH3:27])[C:9]2[C:18]3[CH:17]=[CH:16][CH:15]=[CH:14][C:13]=3[N:12]=[C:11](N)[C:10]=2[N:20]=1.[CH2:33](N(CC)CC)C. Product: [Si:26]([O:25][CH2:24][CH2:23][CH2:22][CH2:21][N:8]1[C:9]2[C:18]3[CH:17]=[CH:16][CH:15]=[CH:14][C:13]=3[N:12]=[CH:11][C:10]=2[N:20]=[C:7]1[CH2:6][N:5]([CH3:33])[C:3]([NH2:2])=[O:4])([C:29]([CH3:30])([CH3:31])[CH3:32])([CH3:27])[CH3:28]. The catalyst class is: 17. (3) Reactant: [CH3:1][O:2][C:3]1[CH:4]=[C:5]2[C:10](=[CH:11][C:12]=1[O:13][CH3:14])[N:9]=[CH:8][CH:7]=[C:6]2[O:15][C:16]1[CH:22]=[CH:21][C:19]([NH2:20])=[CH:18][CH:17]=1.C(N(CC)CC)C.Cl[C:31](Cl)([O:33]C(=O)OC(Cl)(Cl)Cl)Cl.[Cl:42][C:43]1[CH:48]=[CH:47][C:46]([C@@H:49]([NH2:51])[CH3:50])=[CH:45][CH:44]=1. Product: [Cl:42][C:43]1[CH:48]=[CH:47][C:46]([C@@H:49]([NH:51][C:31]([NH:20][C:19]2[CH:21]=[CH:22][C:16]([O:15][C:6]3[C:5]4[C:10](=[CH:11][C:12]([O:13][CH3:14])=[C:3]([O:2][CH3:1])[CH:4]=4)[N:9]=[CH:8][CH:7]=3)=[CH:17][CH:18]=2)=[O:33])[CH3:50])=[CH:45][CH:44]=1. The catalyst class is: 22. (4) Reactant: [OH:1][C:2]1[CH:7]=[C:6]([OH:8])[N:5]=[C:4]([C:9]([OH:11])=O)[N:3]=1.Cl.CN(C)CCCN=C=NCC.[CH3:24][N:25]1[CH:29]=[CH:28][C:27]([NH2:30])=[N:26]1.C(N(C(C)C)C(C)C)C. The catalyst class is: 18. Product: [CH3:24][N:25]1[CH:29]=[CH:28][C:27]([NH:30][C:9]([C:4]2[N:5]=[C:6]([OH:8])[CH:7]=[C:2]([OH:1])[N:3]=2)=[O:11])=[N:26]1. (5) Reactant: C([O:4][CH2:5][C:6]([NH:8][C:9]1[C:10]([I:63])=[C:11]([NH:24][C:25]([CH:27]([N:29]([C:32]2[C:37]([I:38])=[C:36]([C:39](=[O:47])[N:40]([CH2:42][CH:43]([OH:46])[CH2:44][OH:45])[CH3:41])[C:35]([I:48])=[C:34]([NH:49][C:50](=[O:61])[CH:51]([O:57]C(=O)C)[CH2:52][O:53]C(=O)C)[C:33]=2[I:62])[CH2:30][CH3:31])[CH3:28])=[O:26])[C:12]([I:23])=[C:13]([N:16]([CH2:18][CH:19]([OH:22])[CH2:20][OH:21])[CH3:17])[C:14]=1[I:15])=[O:7])(=O)C.[OH-].[Na+]. Product: [OH:4][CH2:5][C:6]([NH:8][C:9]1[C:10]([I:63])=[C:11]([NH:24][C:25]([CH:27]([N:29]([C:32]2[C:37]([I:38])=[C:36]([C:39](=[O:47])[N:40]([CH2:42][CH:43]([OH:46])[CH2:44][OH:45])[CH3:41])[C:35]([I:48])=[C:34]([NH:49][C:50](=[O:61])[CH:51]([OH:57])[CH2:52][OH:53])[C:33]=2[I:62])[CH2:30][CH3:31])[CH3:28])=[O:26])[C:12]([I:23])=[C:13]([N:16]([CH2:18][CH:19]([OH:22])[CH2:20][OH:21])[CH3:17])[C:14]=1[I:15])=[O:7]. The catalyst class is: 72. (6) Reactant: [OH:1][CH2:2][C:3]1[CH:11]=[CH:10][C:6]([C:7]([OH:9])=O)=[CH:5][CH:4]=1.C(Cl)CCl.CCN(CC)CC.[CH:23]1[CH:24]=[CH:25]C2N(O)N=[N:29][C:27]=2[CH:28]=1.N1CCCCC1. Product: [OH:1][CH2:2][C:3]1[CH:4]=[CH:5][C:6]([C:7]([N:29]2[CH2:25][CH2:24][CH2:23][CH2:28][CH2:27]2)=[O:9])=[CH:10][CH:11]=1. The catalyst class is: 79. (7) Reactant: [S-2:1].[Na+].[Na+].C(O)(=O)C.[C:8]([O:12][C:13](=[O:16])[CH2:14]Cl)([CH3:11])([CH3:10])[CH3:9].C([O-])([O-])=O.[K+].[K+].[CH3:23][O:24][C:25](=[O:37])[C:26]1[CH:31]=[CH:30][C:29]([N+]([O-])=O)=[C:28]([CH:35]=O)[CH:27]=1. Product: [CH3:23][O:24][C:25]([C:26]1[CH:31]=[CH:30][C:29]2[S:1][C:14]([C:13]([O:12][C:8]([CH3:11])([CH3:10])[CH3:9])=[O:16])=[CH:35][C:28]=2[CH:27]=1)=[O:37]. The catalyst class is: 18.